Task: Predict the reactants needed to synthesize the given product.. Dataset: Full USPTO retrosynthesis dataset with 1.9M reactions from patents (1976-2016) (1) Given the product [Br:1][C:2]1[CH:3]=[C:4]([C:5]2[O:6][CH:24]=[N:23][CH:22]=2)[CH:7]=[CH:8][C:9]=1[O:10][CH3:11], predict the reactants needed to synthesize it. The reactants are: [Br:1][C:2]1[CH:3]=[C:4]([CH:7]=[CH:8][C:9]=1[O:10][CH3:11])[CH:5]=[O:6].S([CH2:22][N+:23]#[C-:24])(C1C=CC(C)=CC=1)(=O)=O.C([O-])([O-])=O.[K+].[K+]. (2) The reactants are: [O:1]=[C:2]([CH2:13][CH2:14][CH2:15][CH2:16][CH2:17]CCCC)/[C:3](/[NH:6][C:7](=[O:12])[O:8][CH2:9][CH:10]=[CH2:11])=[CH:4]/[CH3:5].CON(C)C(=O)/C(/NC(=O)OCC=C)=C/C. Given the product [CH2:9]([O:8][C:7](=[O:12])[NH:6]/[C:3](/[C:2](=[O:1])[CH2:13][CH2:14][CH2:15][CH2:16][CH3:17])=[CH:4]\[CH3:5])[CH:10]=[CH2:11], predict the reactants needed to synthesize it. (3) Given the product [O:7]1[C:8]2[CH:9]=[CH:10][C:2]([CH2:1][NH:11][CH:30]3[CH2:29][CH2:28][C:27]([CH2:34][CH2:35][C:36]4[C:45]5[C:40](=[CH:41][CH:42]=[C:43]([O:46][CH3:47])[CH:44]=5)[N:39]=[CH:38][N:37]=4)([OH:26])[CH2:32][CH2:31]3)=[CH:3][C:4]=2[O:5][CH2:6]1, predict the reactants needed to synthesize it. The reactants are: [CH2:1]([NH2:11])[C:2]1[CH:10]=[CH:9][C:8]2[O:7][CH2:6][O:5][C:4]=2[CH:3]=1.C(O[BH-](OC(=O)C)OC(=O)C)(=O)C.[Na+].[OH:26][C:27]1([CH2:34][CH2:35][C:36]2[C:45]3[C:40](=[CH:41][CH:42]=[C:43]([O:46][CH3:47])[CH:44]=3)[N:39]=[CH:38][N:37]=2)[CH2:32][CH2:31][C:30](=O)[CH2:29][CH2:28]1. (4) Given the product [C:24]([C:22]1[N:23]=[C:19]([NH:18][C:17](=[O:27])[C@@H:8]([NH2:7])[C@H:9]([C:11]2[CH:12]=[CH:13][CH:14]=[CH:15][CH:16]=2)[CH3:10])[S:20][CH:21]=1)(=[O:26])[CH3:25], predict the reactants needed to synthesize it. The reactants are: C(OC(=O)[NH:7][C@H:8]([C:17](=[O:27])[NH:18][C:19]1[S:20][CH:21]=[C:22]([C:24](=[O:26])[CH3:25])[N:23]=1)[C@H:9]([C:11]1[CH:16]=[CH:15][CH:14]=[CH:13][CH:12]=1)[CH3:10])(C)(C)C.FC(F)(F)C(O)=O. (5) Given the product [CH3:5][CH2:6][CH2:7][CH:12]([CH3:3])[CH3:11].[F:29][C:30]1[CH:37]=[CH:36][CH:35]=[CH:34][C:31]=1[CH2:32][N:20]1[CH:19]([C:17]([N:4]2[CH2:5][CH2:6][C:7]3[C:12](=[CH:11][C:10]([O:13][CH3:14])=[C:9]([O:40][CH3:38])[CH:8]=3)[C@H:3]2[CH2:2][OH:1])=[O:18])[CH2:28][C:27]2[C:22](=[CH:23][CH:24]=[CH:25][CH:26]=2)[CH2:21]1, predict the reactants needed to synthesize it. The reactants are: [OH:1][CH2:2][CH:3]1[C:12]2[C:7](=[CH:8][CH:9]=[C:10]([O:13][CH:14](C)C)[CH:11]=2)[CH2:6][CH2:5][N:4]1[C:17]([C@@H:19]1[CH2:28][C:27]2[C:22](=[CH:23][CH:24]=[CH:25][CH:26]=2)[CH2:21][NH:20]1)=[O:18].[F:29][C:30]1[CH:37]=[CH:36][CH:35]=[CH:34][C:31]=1[CH:32]=O.[C:38](O)(=[O:40])C.C(O[BH-](OC(=O)C)OC(=O)C)(=O)C.[Na+]. (6) Given the product [OH:9][CH2:10][C:12]1[C:16]([CH3:17])=[C:15]([C:18]2[CH:23]=[CH:22][N:21]=[CH:20][CH:19]=2)[N:14]([CH2:24][O:25][CH3:26])[C:13]=1[C:27]1[CH:28]=[CH:29][N:30]=[CH:31][CH:32]=1, predict the reactants needed to synthesize it. The reactants are: [H-].[Al+3].[Li+].[H-].[H-].[H-].C([O:9][C:10]([C:12]1[C:16]([CH3:17])=[C:15]([C:18]2[CH:23]=[CH:22][N:21]=[CH:20][CH:19]=2)[N:14]([CH2:24][O:25][CH3:26])[C:13]=1[C:27]1[CH:32]=[CH:31][N:30]=[CH:29][CH:28]=1)=O)C.